Dataset: HIV replication inhibition screening data with 41,000+ compounds from the AIDS Antiviral Screen. Task: Binary Classification. Given a drug SMILES string, predict its activity (active/inactive) in a high-throughput screening assay against a specified biological target. The drug is N=C1Nc2ccccc2Sc2nnc(-c3ccc(Cl)cc3)n21. The result is 0 (inactive).